From a dataset of Full USPTO retrosynthesis dataset with 1.9M reactions from patents (1976-2016). Predict the reactants needed to synthesize the given product. (1) Given the product [CH3:28][N:29]([CH3:33])[CH2:30][CH2:31][O:8][C:7]1[CH:6]=[CH:5][C:4]([C:9]2[CH:14]=[CH:13][N:12]=[C:11]([NH:15][CH2:16][C:17]3[CH:26]=[CH:25][C:20]([C:21]([O:23][CH3:24])=[O:22])=[CH:19][CH:18]=3)[N:10]=2)=[CH:3][C:2]=1[F:1], predict the reactants needed to synthesize it. The reactants are: [F:1][C:2]1[CH:3]=[C:4]([C:9]2[CH:14]=[CH:13][N:12]=[C:11]([NH:15][CH2:16][C:17]3[CH:26]=[CH:25][C:20]([C:21]([O:23][CH3:24])=[O:22])=[CH:19][CH:18]=3)[N:10]=2)[CH:5]=[CH:6][C:7]=1[OH:8].Cl.[CH3:28][N:29]([CH3:33])[CH2:30][CH2:31]Cl.[I-].[K+].C(=O)([O-])[O-].[K+].[K+].[NH4+].[Cl-]. (2) The reactants are: [Cl:1][C:2]1[C:3]2[N:4]([CH:12]=[C:13]([C:15](=[N:17][OH:18])[NH2:16])[N:14]=2)[CH:5]=[C:6]([C:8]([F:11])([F:10])[F:9])[CH:7]=1.[CH2:19]([O:22][C:23]1[C:31]([Cl:32])=[CH:30][C:26]([C:27](O)=O)=[C:25]([Cl:33])[CH:24]=1)[CH:20]=[CH2:21].CCN=C=NCCCN(C)C.Cl.C1C=CC2N(O)N=NC=2C=1. Given the product [CH2:19]([O:22][C:23]1[C:31]([Cl:32])=[CH:30][C:26]([C:27]2[O:18][N:17]=[C:15]([C:13]3[N:14]=[C:3]4[C:2]([Cl:1])=[CH:7][C:6]([C:8]([F:9])([F:10])[F:11])=[CH:5][N:4]4[CH:12]=3)[N:16]=2)=[C:25]([Cl:33])[CH:24]=1)[CH:20]=[CH2:21], predict the reactants needed to synthesize it. (3) Given the product [CH:27]1([C:25]([C:22]2[CH:21]=[CH:20][C:19]([O:18][CH2:17][CH2:16][CH2:15][N:12]3[CH2:11][CH2:10][N:9]([C:7](=[O:8])[C@H:6]([NH:5][CH:32]([CH3:34])[CH3:31])[CH3:30])[CH2:14][CH2:13]3)=[CH:24][CH:23]=2)=[O:26])[CH2:29][CH2:28]1, predict the reactants needed to synthesize it. The reactants are: C([BH3-])#N.[Na+].[NH2:5][C@H:6]([CH3:30])[C:7]([N:9]1[CH2:14][CH2:13][N:12]([CH2:15][CH2:16][CH2:17][O:18][C:19]2[CH:24]=[CH:23][C:22]([C:25]([CH:27]3[CH2:29][CH2:28]3)=[O:26])=[CH:21][CH:20]=2)[CH2:11][CH2:10]1)=[O:8].[CH3:31][C:32]([CH3:34])=O. (4) Given the product [Cl:30][C:23]1[CH:22]=[C:21]([C:18]2[CH:19]=[CH:20][N:16]([CH2:15][C@@H:14]([NH:13][C:10]([C:8]3[N:9]=[C:5]([C:2]([OH:1])([CH3:3])[CH3:4])[O:6][CH:7]=3)=[O:12])[CH3:31])[N:17]=2)[CH:28]=[C:27]([F:29])[C:24]=1[C:25]#[N:26], predict the reactants needed to synthesize it. The reactants are: [OH:1][C:2]([C:5]1[O:6][CH:7]=[C:8]([C:10]([OH:12])=O)[N:9]=1)([CH3:4])[CH3:3].[NH2:13][C@@H:14]([CH3:31])[CH2:15][N:16]1[CH:20]=[CH:19][C:18]([C:21]2[CH:28]=[C:27]([F:29])[C:24]([C:25]#[N:26])=[C:23]([Cl:30])[CH:22]=2)=[N:17]1. (5) The reactants are: [C:1]([C:5]1[C:14]2[O:13][CH:12]([CH:15]([CH3:17])[CH3:16])[C:11](=[O:18])[NH:10][C:9]=2[CH:8]=[CH:7][CH:6]=1)([CH3:4])([CH3:3])[CH3:2].C(=O)([O-])[O-].[K+].[K+].[C:25]([O:29][CH3:30])(=[O:28])[CH:26]=[CH2:27].C(O)(=O)CC(CC(O)=O)(C(O)=O)O. Given the product [CH3:30][O:29][C:25](=[O:28])[CH2:26][CH2:27][N:10]1[C:9]2[CH:8]=[CH:7][CH:6]=[C:5]([C:1]([CH3:4])([CH3:3])[CH3:2])[C:14]=2[O:13][CH:12]([CH:15]([CH3:16])[CH3:17])[C:11]1=[O:18], predict the reactants needed to synthesize it.